From a dataset of Forward reaction prediction with 1.9M reactions from USPTO patents (1976-2016). Predict the product of the given reaction. (1) Given the reactants [NH2:1][C@H:2]([CH2:8][CH2:9][CH2:10][NH:11][C:12]([O:14][CH2:15][C:16]1[CH:21]=[CH:20][CH:19]=[CH:18][CH:17]=1)=[O:13])[C:3]([O:5][CH2:6][CH3:7])=[O:4].[C:22]([O:26][C:27](=[O:37])[NH:28][C:29]1[CH:34]=[CH:33][C:32]([CH2:35][NH2:36])=[CH:31][CH:30]=1)([CH3:25])([CH3:24])[CH3:23].C(N(CC)CC)C.C1C[O:48][CH2:47]C1, predict the reaction product. The product is: [CH2:15]([O:14][C:12]([NH:11][CH2:10][CH2:9][CH2:8][C@@H:2]([NH:1][C:47]([NH:36][CH2:35][C:32]1[CH:31]=[CH:30][C:29]([NH:28][C:27]([O:26][C:22]([CH3:25])([CH3:23])[CH3:24])=[O:37])=[CH:34][CH:33]=1)=[O:48])[C:3]([O:5][CH2:6][CH3:7])=[O:4])=[O:13])[C:16]1[CH:21]=[CH:20][CH:19]=[CH:18][CH:17]=1. (2) Given the reactants [H-].C([Al+]CC(C)C)C(C)C.[CH3:11][C:12]1([CH3:32])[CH:21]2[CH2:22][C:20]2([C:23](OCC)=[O:24])[C:19]2[CH:18]=[C:17]([C:28]([F:31])([F:30])[F:29])[CH:16]=[CH:15][C:14]=2[O:13]1.C(O)(=O)CC(CC(O)=O)(C(O)=O)O, predict the reaction product. The product is: [CH3:11][C:12]1([CH3:32])[CH:21]2[CH2:22][C:20]2([CH2:23][OH:24])[C:19]2[CH:18]=[C:17]([C:28]([F:30])([F:29])[F:31])[CH:16]=[CH:15][C:14]=2[O:13]1. (3) Given the reactants [CH2:1]([N:8]1[CH2:13][CH2:12][C:11]2([C:21]3[C:16](=[CH:17][CH:18]=[CH:19][C:20]=3[Br:22])[NH:15][CH2:14]2)[CH2:10][CH2:9]1)[C:2]1[CH:7]=[CH:6][CH:5]=[CH:4][CH:3]=1.[CH3:23][C:24]([O:27][C:28](O[C:28]([O:27][C:24]([CH3:26])([CH3:25])[CH3:23])=[O:29])=[O:29])([CH3:26])[CH3:25], predict the reaction product. The product is: [CH2:1]([N:8]1[CH2:13][CH2:12][C:11]2([C:21]3[C:16](=[CH:17][CH:18]=[CH:19][C:20]=3[Br:22])[N:15]([C:28]([O:27][C:24]([CH3:26])([CH3:25])[CH3:23])=[O:29])[CH2:14]2)[CH2:10][CH2:9]1)[C:2]1[CH:7]=[CH:6][CH:5]=[CH:4][CH:3]=1.